From a dataset of Catalyst prediction with 721,799 reactions and 888 catalyst types from USPTO. Predict which catalyst facilitates the given reaction. (1) Reactant: [CH:1]1([NH:7][C:8]([C:10]2[C:11]([SH:16])=[N:12][CH:13]=[CH:14][CH:15]=2)=[O:9])[CH2:6][CH2:5][CH2:4][CH2:3][CH2:2]1.C[Si]([N-][Si](C)(C)C)(C)C.[Na+].[CH3:27][S:28]([O:31][C:32]1[CH:37]=[CH:36][C:35]([CH2:38][CH2:39]OS(C)(=O)=O)=[CH:34][CH:33]=1)(=[O:30])=[O:29].C(=O)(O)[O-]. Product: [CH:1]1([NH:7][C:8]([C:10]2[C:11]([S:16][CH2:39][CH2:38][C:35]3[CH:34]=[CH:33][C:32]([O:31][S:28]([CH3:27])(=[O:29])=[O:30])=[CH:37][CH:36]=3)=[N:12][CH:13]=[CH:14][CH:15]=2)=[O:9])[CH2:2][CH2:3][CH2:4][CH2:5][CH2:6]1. The catalyst class is: 1. (2) Reactant: [C:1]([C:17](OC)=[O:18])([C:4]([C:7]([C:10]([C:13]([F:16])([F:15])[F:14])([F:12])[F:11])([F:9])[F:8])([F:6])[F:5])([F:3])[F:2].[NH2:21][CH2:22][CH2:23][OH:24]. Product: [C:1]([C:17]([NH:21][CH2:22][CH2:23][OH:24])=[O:18])([C:4]([C:7]([C:10]([C:13]([F:14])([F:15])[F:16])([F:11])[F:12])([F:9])[F:8])([F:6])[F:5])([F:3])[F:2]. The catalyst class is: 5.